Predict the reactants needed to synthesize the given product. From a dataset of Full USPTO retrosynthesis dataset with 1.9M reactions from patents (1976-2016). (1) Given the product [Br:3][C:4]1[CH:11]=[CH:10][C:7]([CH2:8][O:9][C:17]2[CH:18]=[CH:19][CH:20]=[C:13]([F:12])[C:14]=2[C:15]#[N:16])=[CH:6][CH:5]=1, predict the reactants needed to synthesize it. The reactants are: [H-].[Na+].[Br:3][C:4]1[CH:11]=[CH:10][C:7]([CH2:8][OH:9])=[CH:6][CH:5]=1.[F:12][C:13]1[CH:20]=[CH:19][CH:18]=[C:17](F)[C:14]=1[C:15]#[N:16]. (2) Given the product [Cl:25][C:26]1[CH:27]=[CH:28][C:29]([N:32]2[CH2:33][CH2:34][CH:35]([CH2:38][CH2:39][CH2:40][O:41][C:42]3[CH:50]=[CH:49][C:45]([C:46]([NH:55][CH2:54][CH2:52][OH:53])=[O:47])=[C:44]([CH3:51])[CH:43]=3)[CH2:36][CH2:37]2)=[N:30][CH:31]=1, predict the reactants needed to synthesize it. The reactants are: CN(C(ON1N=NC2C=CC=NC1=2)=[N+](C)C)C.F[P-](F)(F)(F)(F)F.[Cl:25][C:26]1[CH:27]=[CH:28][C:29]([N:32]2[CH2:37][CH2:36][CH:35]([CH2:38][CH2:39][CH2:40][O:41][C:42]3[CH:50]=[CH:49][C:45]([C:46](O)=[O:47])=[C:44]([CH3:51])[CH:43]=3)[CH2:34][CH2:33]2)=[N:30][CH:31]=1.[CH2:52]([CH2:54][NH2:55])[OH:53].CCN(C(C)C)C(C)C. (3) Given the product [Cl:19][C:15]1[C:7]2[CH:8]=[C:9]([C:11]([O:13][CH3:14])=[O:12])[O:10][C:6]=2[CH:5]=[CH:4][C:3]=1[O:2][CH3:1], predict the reactants needed to synthesize it. The reactants are: [CH3:1][O:2][C:3]1[CH:4]=[CH:5][C:6]2[O:10][C:9]([C:11]([O:13][CH3:14])=[O:12])=[CH:8][C:7]=2[CH:15]=1.S(Cl)([Cl:19])(=O)=O. (4) Given the product [C:2]([C:4]1[CH:5]=[C:6]([C:15]2[N:54]([C:50]3[CH:49]=[N:48][CH:53]=[CH:52][CH:51]=3)[N:55]=[C:17]([C:18]([OH:20])=[O:19])[CH:16]=2)[CH:7]=[C:8]([O:10][C:11]([F:12])([F:13])[F:14])[CH:9]=1)#[N:3], predict the reactants needed to synthesize it. The reactants are: [Li].[C:2]([C:4]1[CH:5]=[C:6]([C:15]([O-])=[CH:16][C:17](=O)[C:18]([O:20]CC)=[O:19])[CH:7]=[C:8]([O:10][C:11]([F:14])([F:13])[F:12])[CH:9]=1)#[N:3].ClC1C=C(C2N(C3C=CC=CN=3)N=C(C(O)=O)C=2)C=C(F)C=1.Cl.[N:48]1[CH:53]=[CH:52][CH:51]=[C:50]([NH:54][NH2:55])[CH:49]=1. (5) Given the product [CH3:1][O:2][C:3]1[CH:4]=[C:5]([N:12]2[CH2:17][CH2:16][CH:15]([NH:19][CH2:20][CH2:21][OH:22])[CH2:14][CH2:13]2)[CH:6]=[CH:7][C:8]=1[N+:9]([O-:11])=[O:10], predict the reactants needed to synthesize it. The reactants are: [CH3:1][O:2][C:3]1[CH:4]=[C:5]([N:12]2[CH2:17][CH2:16][C:15](=O)[CH2:14][CH2:13]2)[CH:6]=[CH:7][C:8]=1[N+:9]([O-:11])=[O:10].[NH2:19][CH2:20][CH2:21][OH:22]. (6) The reactants are: C(OC([N:8]1[CH2:13][CH2:12][C@H:11]([C:14]2[CH:19]=[CH:18][C:17]([O:20][CH2:21][CH2:22][O:23][C:24]3[C:29]([Cl:30])=[CH:28][C:27]([CH3:31])=[CH:26][C:25]=3[Cl:32])=[CH:16][CH:15]=2)[C@@H:10]([C:33](=[O:50])[N:34]([CH2:38][C:39]2[CH:44]=[C:43]([CH2:45][CH2:46][O:47][CH3:48])[CH:42]=[CH:41][C:40]=2[Cl:49])[CH:35]2[CH2:37][CH2:36]2)[CH2:9]1)=O)(C)(C)C.Cl.[OH-].[Na+]. Given the product [Cl:49][C:40]1[CH:41]=[CH:42][C:43]([CH2:45][CH2:46][O:47][CH3:48])=[CH:44][C:39]=1[CH2:38][N:34]([CH:35]1[CH2:37][CH2:36]1)[C:33]([C@@H:10]1[C@@H:11]([C:14]2[CH:19]=[CH:18][C:17]([O:20][CH2:21][CH2:22][O:23][C:24]3[C:25]([Cl:32])=[CH:26][C:27]([CH3:31])=[CH:28][C:29]=3[Cl:30])=[CH:16][CH:15]=2)[CH2:12][CH2:13][NH:8][CH2:9]1)=[O:50], predict the reactants needed to synthesize it. (7) Given the product [F:1][C:2]1[CH:3]=[CH:4][C:5]([O:10][C:11]2[CH:16]=[C:15]3[CH:17]=[N:22][NH:18][C:14]3=[CH:13][N:12]=2)=[C:6]([CH:9]=1)[C:7]#[N:8], predict the reactants needed to synthesize it. The reactants are: [F:1][C:2]1[CH:3]=[CH:4][C:5]([O:10][C:11]2[CH:16]=[C:15]([CH3:17])[C:14]([N+:18]([O-])=O)=[CH:13][N:12]=2)=[C:6]([CH:9]=1)[C:7]#[N:8].Cl.[N:22]([O-])=O.[Na+].[N+]([O-])([O-])=O.[Na+].CC([O-])=O.[K+]. (8) Given the product [C:16]([N:13]1[CH2:14][CH2:15][C:10]([C:6]2[CH:7]=[CH:8][CH:9]=[C:4]([N+:1]([O-:3])=[O:2])[CH:5]=2)=[CH:11][CH2:12]1)(=[O:18])[CH3:17], predict the reactants needed to synthesize it. The reactants are: [N+:1]([C:4]1[CH:5]=[C:6]([C:10]2[CH:15]=[CH:14][N:13]=[CH:12][CH:11]=2)[CH:7]=[CH:8][CH:9]=1)([O-:3])=[O:2].[C:16](OC(=O)C)(=[O:18])[CH3:17].[BH4-].[Na+]. (9) Given the product [C:1]([O:5][C:6]([N:8]1[CH2:22][CH2:21][C:11]2[N:12]([CH3:25])[C:13]3[C:14]([CH3:20])=[CH:15][CH:16]=[C:17]([Cl:19])[C:18]=3[C:10]=2[CH2:9]1)=[O:7])([CH3:4])([CH3:2])[CH3:3], predict the reactants needed to synthesize it. The reactants are: [C:1]([O:5][C:6]([N:8]1[CH2:22][CH2:21][C:11]2[NH:12][C:13]3[C:14]([CH3:20])=[CH:15][CH:16]=[C:17]([Cl:19])[C:18]=3[C:10]=2[CH2:9]1)=[O:7])([CH3:4])([CH3:3])[CH3:2].[OH-].[K+].[CH3:25]OCCOC.